This data is from Peptide-MHC class II binding affinity with 134,281 pairs from IEDB. The task is: Regression. Given a peptide amino acid sequence and an MHC pseudo amino acid sequence, predict their binding affinity value. This is MHC class II binding data. (1) The peptide sequence is SLQYLALVALVAPKK. The MHC is DRB1_0701 with pseudo-sequence DRB1_0701. The binding affinity (normalized) is 0.609. (2) The binding affinity (normalized) is 0.550. The MHC is DRB1_0404 with pseudo-sequence DRB1_0404. The peptide sequence is GSRSLTTLLRALGAQ. (3) The peptide sequence is SKKDKFVAANAGGTV. The MHC is HLA-DQA10104-DQB10503 with pseudo-sequence HLA-DQA10104-DQB10503. The binding affinity (normalized) is 0.530. (4) The peptide sequence is YLIIGILTL. The MHC is HLA-DQA10501-DQB10302 with pseudo-sequence HLA-DQA10501-DQB10302. The binding affinity (normalized) is 0. (5) The peptide sequence is KFGVAKKANVYAVKV. The MHC is HLA-DPA10103-DPB10301 with pseudo-sequence HLA-DPA10103-DPB10301. The binding affinity (normalized) is 0.381. (6) The peptide sequence is GTLQIVDKIDAAFKI. The binding affinity (normalized) is 0.588. The MHC is DRB1_1302 with pseudo-sequence DRB1_1302. (7) The peptide sequence is GELQIVDKIDAARKI. The MHC is DRB3_0101 with pseudo-sequence DRB3_0101. The binding affinity (normalized) is 0.734.